This data is from Catalyst prediction with 721,799 reactions and 888 catalyst types from USPTO. The task is: Predict which catalyst facilitates the given reaction. (1) Reactant: C[Al](C)C.[F:5][C:6]1[CH:11]=[CH:10][C:9]([C:12]2[N:16]3[CH:17]=[CH:18][CH:19]=[CH:20][C:15]3=[C:14]([C:21]([O:23]C)=O)[N:13]=2)=[CH:8][CH:7]=1.Cl.[Br:26][C:27]1[CH:34]=[CH:33][C:30]([CH2:31][NH2:32])=[C:29]([F:35])[CH:28]=1.[C@H](O)(C([O-])=O)[C@@H](O)C([O-])=O.[Na+].[K+]. Product: [Br:26][C:27]1[CH:34]=[CH:33][C:30]([CH2:31][NH:32][C:21]([C:14]2[N:13]=[C:12]([C:9]3[CH:8]=[CH:7][C:6]([F:5])=[CH:11][CH:10]=3)[N:16]3[CH:17]=[CH:18][CH:19]=[CH:20][C:15]=23)=[O:23])=[C:29]([F:35])[CH:28]=1. The catalyst class is: 260. (2) Reactant: [C:1]([O:5][C:6](=[O:21])[NH:7][C:8]([C:11]1[CH:16]=[CH:15][CH:14]=[C:13]([CH2:17][CH:18]([NH2:20])[CH3:19])[CH:12]=1)([CH3:10])[CH3:9])([CH3:4])([CH3:3])[CH3:2].CS([C:26]1[N:31]=[C:30]([N:32]2[CH2:37][CH2:36][C:35](=[O:38])[N:34]3[CH2:39][CH:40]=[C:41]([C:43]4[CH:48]=[CH:47][CH:46]=[CH:45][CH:44]=4)[N:42]=[C:33]23)[CH:29]=[CH:28][N:27]=1)(=O)=O.O. Product: [C:1]([O:5][C:6](=[O:21])[NH:7][C:8]([CH3:10])([C:11]1[CH:16]=[CH:15][CH:14]=[C:13]([CH2:17][CH:18]([NH:20][C:26]2[N:31]=[C:30]([N:32]3[CH2:37][CH2:36][C:35](=[O:38])[N:34]4[CH2:39][CH:40]=[C:41]([C:43]5[CH:44]=[CH:45][CH:46]=[CH:47][CH:48]=5)[N:42]=[C:33]34)[CH:29]=[CH:28][N:27]=2)[CH3:19])[CH:12]=1)[CH3:9])([CH3:2])([CH3:4])[CH3:3]. The catalyst class is: 37. (3) Reactant: [CH3:1][C:2]1[CH:7]=[CH:6][C:5]([C:8](=[O:10])[CH3:9])=[CH:4][CH:3]=1.C[O-].[Na+].[F:14][C:15]([F:22])([F:21])[C:16](OCC)=[O:17]. Product: [CH3:1][C:2]1[CH:7]=[CH:6][C:5]([C:8](=[O:10])[CH2:9][C:16](=[O:17])[C:15]([F:22])([F:21])[F:14])=[CH:4][CH:3]=1. The catalyst class is: 5. (4) Reactant: O[C:2]1([CH3:27])[O:6][C:5](=O)[C:4]([C:8]2[C:13]([F:14])=[CH:12][C:11]([F:15])=[CH:10][C:9]=2[F:16])=[C:3]1[C:17]1[CH:26]=[CH:25][C:24]2[C:19](=[CH:20][CH:21]=[CH:22][CH:23]=2)[CH:18]=1.O.[NH2:29][NH2:30]. Product: [CH3:27][C:2]1[C:3]([C:17]2[CH:26]=[CH:25][C:24]3[C:19](=[CH:20][CH:21]=[CH:22][CH:23]=3)[CH:18]=2)=[C:4]([C:8]2[C:13]([F:14])=[CH:12][C:11]([F:15])=[CH:10][C:9]=2[F:16])[C:5](=[O:6])[NH:29][N:30]=1. The catalyst class is: 51. (5) Reactant: [Cl:1][C:2]1[CH:3]=[C:4]([NH:9][C:10]2[N:15]=[C:14]([NH:16][CH2:17][CH2:18][CH2:19][O:20][CH3:21])[C:13]([C:22]#[N:23])=[CH:12][N:11]=2)[CH:5]=[CH:6][C:7]=1[F:8].[N-:24]=[N+:25]=[N-:26].[Na+].[Cl-].[NH4+]. Product: [Cl:1][C:2]1[CH:3]=[C:4]([NH:9][C:10]2[N:15]=[C:14]([NH:16][CH2:17][CH2:18][CH2:19][O:20][CH3:21])[C:13]([C:22]3[NH:26][N:25]=[N:24][N:23]=3)=[CH:12][N:11]=2)[CH:5]=[CH:6][C:7]=1[F:8]. The catalyst class is: 9.